This data is from Human Reference Interactome with 51,813 positive PPI pairs across 8,248 proteins, plus equal number of experimentally-validated negative pairs. The task is: Binary Classification. Given two protein amino acid sequences, predict whether they physically interact or not. (1) Protein 1 (ENSG00000143418) has sequence MLQTLYDYFWWERLWLPVNLTWADLEDRDGRVYAKASDLYITLPLALLFLIVRYFFELYVATPLAALLNIKEKTRLRAPPNATLEHFYLTSGKQPKQVEVELLSRQSGLSGRQVERWFRRRRNQDRPSLLKKFREASWRFTFYLIAFIAGMAVIVDKPWFYDMKKVWEGYPIQSTIPSQYWYYMIELSFYWSLLFSIASDVKRKDFKEQIIHHVATIILISFSWFANYIRAGTLIMALHDSSDYLLESAKMFNYAGWKNTCNNIFIVFAIVFIITRLVILPFWILHCTLVYPLELYPAFF.... Protein 2 (ENSG00000186074) has sequence MPLLTLYLLLFWLSGYSIVTQITGPTTVNGLERGSLTVQCVYRSGWETYLKWWCRGAIWRDCKILVKTSGSEQEVKRDRVSIKDNQKNRTFTVTMEDLMKTDADTYWCGIEKTGNDLGVTVQVTIDPAPVTQEETSSSPTLTGHHLDNRHKLLKLSVLLPLIFTILLLLLVAASLLAWRMMKYQQKAAGMSPEQVLQPLEGDLCYADLTLQLAGTSPQKATTKLSSAQVDQVEVEYVTMASLPKEDISYASLTLGAEDQEPTYCNMGHLSSHLPGRGPEEPTEYSTISRP*MPLLTLYLL.... Result: 0 (the proteins do not interact). (2) Protein 1 (ENSG00000166863) has sequence MRIMLLFTAILAFSLAQSFGAVCKEPQEEVVPGGGRSKRDPDLYQLLQRLFKSHSSLEGLLKALSQASTDPKESTSPEKRDMHDFFVGLMGKRSVQPDSPTDVNQENVPSFGILKYPPRAE*MRIMLLFTAILAFSLAQSFGAVCKEPQEEVVPGGGRSKRDPDLYQLLQRLFKSHSSLEGLLKALSQASTDPKESTSPEKHSPTDVNQENVPSFGILKYPPRAE*MRIMLLFTAILAFSLAQSFGAVCKEPQEEVVPGGGRSKRDPDLYQLLQRLFKSHSSLEGLLKALSQASTDPKES.... Protein 2 (ENSG00000166387) has sequence MASDASHALEAALEQMDGIIAGTKTGADLSDGTCEPGLASPASYMNPFPVLHLIEDLRLALEMLELPQERAALLSQIPGPTAAYIKEWFEESLSQVNHHSAASNETYQERLARLEGDKESLILQVSVLTDQVEAQGEKIRDLEVCLEGHQVKLNAAEEMLQQELLSRTSLETQKLDLMTEVSELKLKLVGMEKEQREQEEKQRKAEELLQELRHLKIKVEELENERNQYEWKLKATKAEVAQLQEQVALKDAEIERLHSQLSRTAALHSESHTERDQEIQRLKMGMETLLLANEDKDRRI.... Result: 0 (the proteins do not interact).